From a dataset of HIV replication inhibition screening data with 41,000+ compounds from the AIDS Antiviral Screen. Binary Classification. Given a drug SMILES string, predict its activity (active/inactive) in a high-throughput screening assay against a specified biological target. (1) The compound is O=C(NCCCCNCCCNC(=O)OCc1ccccc1)OCc1ccccc1. The result is 0 (inactive). (2) The drug is CCCCCCCCCCCCCCCCCCC(C(=O)O)C(=O)O. The result is 0 (inactive). (3) The drug is CCOC(=O)Nc1cc(NC(C=NNC(C)=O)C(=O)OCC)c(OC)cc1NC(C)=O. The result is 0 (inactive). (4) The compound is CCSC1=NC(=Cc2ccco2)C(Cl)=N1. The result is 0 (inactive). (5) The drug is Cn1c2ccccc2c(=O)c2c(O)cc3c(c21)C=CC1(CCCC1)O3. The result is 1 (active). (6) The compound is CCN1C(=O)C(=CNc2ccccc2)SC1=NNc1nc(C)c(C(C)=O)s1. The result is 0 (inactive). (7) The drug is O=C(NCCCl)Nc1ccccn1. The result is 0 (inactive). (8) The compound is NCCCN(CCCN)CCN(CCN(CCCN)CCCN)CCN(CCCN)CCCN. The result is 0 (inactive). (9) The compound is CCOC(=O)c1cc(OC(=O)CC)c2c(OC)ccc(OC)c2c1. The result is 0 (inactive).